Dataset: Full USPTO retrosynthesis dataset with 1.9M reactions from patents (1976-2016). Task: Predict the reactants needed to synthesize the given product. (1) The reactants are: Br[C:2]1[CH:21]=[N:20][C:5]2[NH:6][CH2:7][CH2:8][N:9]([CH2:10][C:11]3[C:16]([F:17])=[CH:15][CH:14]=[C:13]([F:18])[C:12]=3[Cl:19])[C:4]=2[C:3]=1[CH3:22].[CH3:23][N:24]1[CH2:29][CH2:28][N:27]([CH2:30][CH2:31][O:32][C:33]2[CH:38]=[CH:37][C:36](B3OC(C)(C)C(C)(C)O3)=[CH:35][CH:34]=2)[CH2:26][CH2:25]1. Given the product [Cl:19][C:12]1[C:13]([F:18])=[CH:14][CH:15]=[C:16]([F:17])[C:11]=1[CH2:10][N:9]1[CH2:8][CH2:7][NH:6][C:5]2[N:20]=[CH:21][C:2]([C:36]3[CH:37]=[CH:38][C:33]([O:32][CH2:31][CH2:30][N:27]4[CH2:26][CH2:25][N:24]([CH3:23])[CH2:29][CH2:28]4)=[CH:34][CH:35]=3)=[C:3]([CH3:22])[C:4]1=2, predict the reactants needed to synthesize it. (2) Given the product [C:27]([Si:30]1([C:31]([CH3:34])([CH3:33])[CH3:32])[O:7][C@H:6]2[C@@H:2]([OH:1])[C@H:3]([N:10]3[C:19]4[C:14](=[CH:15][C:16]([O:22][CH3:23])=[C:17]([O:20][CH3:21])[CH:18]=4)[C:13](=[O:24])[NH:12][C:11]3=[O:25])[O:4][C@@H:5]2[CH2:8][O:9]1)([CH3:29])([CH3:28])[CH3:26], predict the reactants needed to synthesize it. The reactants are: [OH:1][C@@H:2]1[C@H:6]([OH:7])[C@@H:5]([CH2:8][OH:9])[O:4][C@H:3]1[N:10]1[C:19]2[C:14](=[CH:15][C:16]([O:22][CH3:23])=[C:17]([O:20][CH3:21])[CH:18]=2)[C:13](=[O:24])[NH:12][C:11]1=[O:25].[CH3:26][C:27]([Si:30](OS(C(F)(F)F)(=O)=O)(OS(C(F)(F)F)(=O)=O)[C:31]([CH3:34])([CH3:33])[CH3:32])([CH3:29])[CH3:28].C(=O)(O)[O-].[Na+]. (3) Given the product [CH2:13]([NH:12][C:11]1[CH:10]=[C:9]2[C:4]([CH:5]=[C:6]([C:21]([O:23][CH2:24][CH3:25])=[O:22])[CH:7]([C:17]([F:20])([F:19])[F:18])[O:8]2)=[CH:3][C:2]=1[CH3:26])[CH:14]([CH3:16])[CH3:15], predict the reactants needed to synthesize it. The reactants are: Cl[C:2]1[CH:3]=[C:4]2[C:9](=[CH:10][C:11]=1[NH:12][CH2:13][CH:14]([CH3:16])[CH3:15])[O:8][CH:7]([C:17]([F:20])([F:19])[F:18])[C:6]([C:21]([O:23][CH2:24][CH3:25])=[O:22])=[CH:5]2.[CH3:26]B1OB(C)OB(C)O1.C([O-])([O-])=O.[Cs+].[Cs+].O. (4) Given the product [O:29]1[CH2:30][CH:31]=[C:32]([C:2]2[N:7]=[C:6]([F:8])[C:5]3[O:9][C:10]4[C:15]([C@@:16]5([CH2:20][O:19][C:18]([NH2:21])=[N:17]5)[C:4]=3[CH:3]=2)=[CH:14][C:13]([C:22]2[C:23]([F:28])=[N:24][CH:25]=[CH:26][CH:27]=2)=[CH:12][CH:11]=4)[CH2:33][CH2:34]1, predict the reactants needed to synthesize it. The reactants are: Cl[C:2]1[N:7]=[C:6]([F:8])[C:5]2[O:9][C:10]3[C:15]([C@@:16]4([CH2:20][O:19][C:18]([NH2:21])=[N:17]4)[C:4]=2[CH:3]=1)=[CH:14][C:13]([C:22]1[C:23]([F:28])=[N:24][CH:25]=[CH:26][CH:27]=1)=[CH:12][CH:11]=3.[O:29]1[CH2:34][CH:33]=[C:32](B2OC(C)(C)C(C)(C)O2)[CH2:31][CH2:30]1.P([O-])([O-])([O-])=O.[K+].[K+].[K+]. (5) Given the product [Cl:1][C:2]1[CH:3]=[CH:4][C:5]([NH:8][C:9]([NH:11]/[N:12]=[C:34](/[C:31]2[CH:32]=[CH:33][C:28]3[N:29]([C:25]([CH2:24][C:15]4[CH:16]=[C:17]5[C:22](=[CH:23][C:14]=4[F:13])[N:21]=[CH:20][CH:19]=[CH:18]5)=[CH:26][N:27]=3)[N:30]=2)\[CH3:35])=[O:10])=[CH:6][CH:7]=1, predict the reactants needed to synthesize it. The reactants are: [Cl:1][C:2]1[CH:7]=[CH:6][C:5]([NH:8][C:9]([NH:11][NH2:12])=[O:10])=[CH:4][CH:3]=1.[F:13][C:14]1[CH:23]=[C:22]2[C:17]([CH:18]=[CH:19][CH:20]=[N:21]2)=[CH:16][C:15]=1[CH2:24][C:25]1[N:29]2[N:30]=[C:31]([C:34](=O)[CH3:35])[CH:32]=[CH:33][C:28]2=[N:27][CH:26]=1. (6) Given the product [CH3:5][O:6][CH2:7][CH2:8][C:9]1[C:17]2[C:16]([NH:18][C@H:19]3[CH2:24][N:23]([C:25](=[O:28])[CH:26]=[CH2:27])[C@@H:22]([CH3:29])[CH2:21][CH2:20]3)=[N:15][CH:14]=[N:13][C:12]=2[NH:11][CH:10]=1, predict the reactants needed to synthesize it. The reactants are: C(=O)C=C.[CH3:5][O:6][CH2:7][CH2:8][C:9]1[C:17]2[C:16]([NH:18][C@H:19]3[CH2:24][N:23]([C:25](=[O:28])[CH:26]=[CH2:27])[C@@H:22]([CH3:29])[CH2:21][CH2:20]3)=[N:15][CH:14]=[N:13][C:12]=2[N:11](S(C2C=CC(C)=CC=2)(=O)=O)[CH:10]=1.CCCC[N+](CCCC)(CCCC)CCCC.[F-]. (7) Given the product [Br:1][C:2]1[N:6]=[CH:5][N:4]([C:14]2[CH:15]=[CH:16][C:17]([O:20][C:21]([F:22])([F:23])[F:24])=[CH:18][CH:19]=2)[N:3]=1, predict the reactants needed to synthesize it. The reactants are: [Br:1][C:2]1[N:6]=[CH:5][NH:4][N:3]=1.C(=O)([O-])[O-].[Cs+].[Cs+].I[C:14]1[CH:19]=[CH:18][C:17]([O:20][C:21]([F:24])([F:23])[F:22])=[CH:16][CH:15]=1.